Dataset: Reaction yield outcomes from USPTO patents with 853,638 reactions. Task: Predict the reaction yield, written as a fraction of the theoretical maximum amount of product (1.0 means a 100% yield; for example, 0.34 means a 34% yield). The reactants are [NH2:1][C:2]1[CH:3]=[CH:4][C:5]([Cl:8])=[N:6][CH:7]=1.[C:9]([O:13][C:14](O[C:14]([O:13][C:9]([CH3:12])([CH3:11])[CH3:10])=[O:15])=[O:15])([CH3:12])([CH3:11])[CH3:10].O. The catalyst is O1CCOCC1. The product is [Cl:8][C:5]1[N:6]=[CH:7][C:2]([NH:1][C:14](=[O:15])[O:13][C:9]([CH3:12])([CH3:11])[CH3:10])=[CH:3][CH:4]=1. The yield is 0.920.